Predict the reactants needed to synthesize the given product. From a dataset of Full USPTO retrosynthesis dataset with 1.9M reactions from patents (1976-2016). (1) Given the product [Br:1][C:2]1[CH:7]=[C:6]([F:8])[CH:5]=[CH:4][C:3]=1[CH:9]1[N:10]=[C:11]([C:22]2[C:27]([F:28])=[CH:26][C:25]([F:29])=[CH:24][C:23]=2[F:30])[NH:12][C:13]([CH2:20][N:31]2[CH2:36][CH2:35][O:34][CH2:33][CH:32]2[C:37]([OH:39])=[O:38])=[C:14]1[C:15]([O:17][CH2:18][CH3:19])=[O:16], predict the reactants needed to synthesize it. The reactants are: [Br:1][C:2]1[CH:7]=[C:6]([F:8])[CH:5]=[CH:4][C:3]=1[CH:9]1[C:14]([C:15]([O:17][CH2:18][CH3:19])=[O:16])=[C:13]([CH2:20]Br)[NH:12][C:11]([C:22]2[C:27]([F:28])=[CH:26][C:25]([F:29])=[CH:24][C:23]=2[F:30])=[N:10]1.[NH:31]1[CH2:36][CH2:35][O:34][CH2:33][CH:32]1[C:37]([OH:39])=[O:38]. (2) The reactants are: [C:1]([O:5][C:6]([NH:8][C:9](=[CH:14][C:15]1[CH:20]=[CH:19][CH:18]=[CH:17][N:16]=1)[C:10]([O:12][CH3:13])=[O:11])=[O:7])([CH3:4])([CH3:3])[CH3:2].[C:21](=O)([O-])[O-].[K+].[K+].IC. Given the product [C:1]([O:5][C:6]([N:8]([CH3:21])[C:9](=[CH:14][C:15]1[CH:20]=[CH:19][CH:18]=[CH:17][N:16]=1)[C:10]([O:12][CH3:13])=[O:11])=[O:7])([CH3:4])([CH3:2])[CH3:3], predict the reactants needed to synthesize it. (3) Given the product [CH3:1][C@H:2]1[C:9]([S:10][C@@H:11]2[CH2:15][NH:14][C@H:13]([C:16]([N:18]([CH3:19])[CH3:20])=[O:17])[CH2:12]2)=[C:8]([C:21]([OH:23])=[O:22])[N:7]2[C@H:3]1[C@@H:4]([C@H:24]([OH:26])[CH3:25])[C:5]2=[O:6].[OH2:27].[OH2:37].[OH2:6], predict the reactants needed to synthesize it. The reactants are: [CH3:1][C@H:2]1[C:9]([S:10][C@@H:11]2[CH2:15][NH:14][C@H:13]([C:16]([N:18]([CH3:20])[CH3:19])=[O:17])[CH2:12]2)=[C:8]([C:21]([OH:23])=[O:22])[N:7]2[C@H:3]1[C@@H:4]([C@H:24]([OH:26])[CH3:25])[C:5]2=[O:6].[OH:27]P([O-])(O)=O.[K+].C(Cl)Cl.C[OH:37]. (4) Given the product [CH:12]1([CH2:11][C@H:2]([OH:1])[C:3]([N:5]2[CH2:6][CH2:7][O:8][CH2:9][CH2:10]2)=[O:4])[CH2:17][CH2:16][CH2:15][CH2:14][CH2:13]1, predict the reactants needed to synthesize it. The reactants are: [OH:1][C@@H:2]([CH2:11][C:12]1[CH:17]=[CH:16][CH:15]=[CH:14][CH:13]=1)[C:3]([N:5]1[CH2:10][CH2:9][O:8][CH2:7][CH2:6]1)=[O:4].O.C(O)(=O)C. (5) Given the product [C:30]([O:29][C:27]([N:24]1[CH2:23][CH2:22][N:21]([CH2:20][C:17]2[CH:16]=[C:15]([B:42]([OH:47])[OH:43])[C:14]([F:13])=[N:19][CH:18]=2)[CH2:26][CH2:25]1)=[O:28])([CH3:33])([CH3:32])[CH3:31], predict the reactants needed to synthesize it. The reactants are: C([Li])CCC.C(NC(C)C)(C)C.[F:13][C:14]1[N:19]=[CH:18][C:17]([CH2:20][N:21]2[CH2:26][CH2:25][N:24]([C:27]([O:29][C:30]([CH3:33])([CH3:32])[CH3:31])=[O:28])[CH2:23][CH2:22]2)=[CH:16][CH:15]=1.[Li+].CC([N-]C(C)C)C.[B:42](OC(C)C)([O:47]C(C)C)[O:43]C(C)C. (6) Given the product [C:13]([N:16]1[CH2:17][CH2:18][CH:19]([C:22]([N:34]([O:35][CH3:36])[CH3:33])=[O:24])[CH2:20][CH2:21]1)(=[O:15])[CH3:14], predict the reactants needed to synthesize it. The reactants are: C(N1C=CN=C1)(N1C=CN=C1)=O.[C:13]([N:16]1[CH2:21][CH2:20][CH:19]([C:22]([OH:24])=O)[CH2:18][CH2:17]1)(=[O:15])[CH3:14].C(N(CC)CC)C.Cl.[CH3:33][NH:34][O:35][CH3:36]. (7) Given the product [Cl:1][C:2]1[CH:7]=[C:6]([Cl:8])[CH:5]=[CH:4][C:3]=1[C:31]1[N:32]=[C:33]([CH2:52][CH3:53])[C:34]([NH:39][CH:40]2[C:49]3[C:44](=[C:45]([O:50][CH3:51])[CH:46]=[CH:47][CH:48]=3)[CH2:43][CH2:42][CH2:41]2)=[N:35][C:36]=1[CH2:37][CH3:38], predict the reactants needed to synthesize it. The reactants are: [Cl:1][C:2]1[CH:7]=[C:6]([Cl:8])[CH:5]=[CH:4][C:3]=1C1N=C(CC)C(N[C@@H]2C3C(=CC=CC=3)C[C@@H]2O)=NC=1CC.Br[C:31]1[N:32]=[C:33]([CH2:52][CH3:53])[C:34]([NH:39][CH:40]2[C:49]3[C:44](=[C:45]([O:50][CH3:51])[CH:46]=[CH:47][CH:48]=3)[CH2:43][CH2:42][CH2:41]2)=[N:35][C:36]=1[CH2:37][CH3:38]. (8) Given the product [S:1]1[CH:5]=[CH:4][C:3]2[CH:6]=[CH:7][C:8]([N:10]3[CH2:12][C:13]4[C:14](=[CH:20][C:21]([N+:24]([O-:26])=[O:25])=[CH:22][CH:23]=4)[C:15]3=[O:16])=[CH:9][C:2]1=2, predict the reactants needed to synthesize it. The reactants are: [S:1]1[CH:5]=[CH:4][C:3]2[CH:6]=[CH:7][C:8]([NH2:10])=[CH:9][C:2]1=2.Br[CH2:12][C:13]1[CH:23]=[CH:22][C:21]([N+:24]([O-:26])=[O:25])=[CH:20][C:14]=1[C:15](OCC)=[O:16].C(N(CC)C(C)C)(C)C.